This data is from Full USPTO retrosynthesis dataset with 1.9M reactions from patents (1976-2016). The task is: Predict the reactants needed to synthesize the given product. (1) Given the product [F:9][C:10]1[CH:15]=[CH:14][C:13]([CH:7]([C:3]2[CH:2]=[N:1][CH:6]=[CH:5][CH:4]=2)[OH:8])=[CH:12][CH:11]=1, predict the reactants needed to synthesize it. The reactants are: [N:1]1[CH:6]=[CH:5][CH:4]=[C:3]([CH:7]=[O:8])[CH:2]=1.[F:9][C:10]1[CH:15]=[CH:14][C:13]([Mg]Br)=[CH:12][CH:11]=1. (2) Given the product [NH2:11][CH2:10][C:9]#[C:8][CH2:7][N:3]1[CH2:2][CH:1]2[CH:5]([CH2:6]2)[CH2:4]1, predict the reactants needed to synthesize it. The reactants are: [CH:1]12[CH2:6][CH:5]1[CH2:4][N:3]([CH2:7][C:8]#[C:9][CH2:10][N:11]1C(=O)C3=CC=CC=C3C1=O)[CH2:2]2.O.NN.Cl. (3) Given the product [Cl:11][C:9]1[N:10]=[C:3]2[C:2]([C:15]3[CH:14]=[C:13]([Cl:12])[CH:18]=[CH:17][C:16]=3[O:22][CH2:23][CH2:24][CH3:25])=[CH:7][CH:6]=[CH:5][N:4]2[N:8]=1, predict the reactants needed to synthesize it. The reactants are: Br[C:2]1[C:3]2[N:4]([N:8]=[C:9]([Cl:11])[N:10]=2)[CH:5]=[CH:6][CH:7]=1.[Cl:12][C:13]1[CH:14]=[CH:15][C:16]([O:22][CH2:23][CH2:24][CH3:25])=[C:17](B(O)O)[CH:18]=1. (4) Given the product [N:20]([CH2:23][C:24]1[CH:31]=[CH:30][C:27]([O:28][CH3:29])=[CH:26][CH:25]=1)=[N+:21]=[N-:22].[F:32][C:33]1[C:34](=[O:40])[NH:35][C:36](=[O:39])[N:37]([C@H:13]2[CH2:12][C@@H:11]([CH2:10][CH2:9][O:8][CH2:1][C:2]3[CH:3]=[CH:4][CH:5]=[CH:6][CH:7]=3)[CH2:14]2)[CH:38]=1, predict the reactants needed to synthesize it. The reactants are: [CH2:1]([O:8][CH2:9][CH2:10][C@H:11]1[CH2:14][C@H:13](CS([O-])(=O)=O)[CH2:12]1)[C:2]1[CH:7]=[CH:6][CH:5]=[CH:4][CH:3]=1.[N:20]([CH2:23][C:24]1[CH:31]=[CH:30][C:27]([O:28][CH3:29])=[CH:26][CH:25]=1)=[N+:21]=[N-:22].[F:32][C:33]1[C:34](=[O:40])[NH:35][C:36](=[O:39])[NH:37][CH:38]=1.C([O-])([O-])=O.[K+].[K+].C1OCCOCCOCCOCCOCCOC1. (5) Given the product [Cl:41][C:2]1[C:7]([C:8]2[CH:13]=[CH:12][C:11]([C:14]([F:17])([F:16])[F:15])=[CH:10][CH:9]=2)=[CH:6][C:5]([C:18]2([C:23]([O:25][CH2:26][CH3:27])=[O:24])[CH2:22][CH2:21][CH2:20][CH2:19]2)=[CH:4][C:3]=1[O:28][CH2:29][CH:30]1[CH2:32][CH2:31]1, predict the reactants needed to synthesize it. The reactants are: N[C:2]1[C:7]([C:8]2[CH:13]=[CH:12][C:11]([C:14]([F:17])([F:16])[F:15])=[CH:10][CH:9]=2)=[CH:6][C:5]([C:18]2([C:23]([O:25][CH2:26][CH3:27])=[O:24])[CH2:22][CH2:21][CH2:20][CH2:19]2)=[CH:4][C:3]=1[O:28][CH2:29][CH:30]1[CH2:32][CH2:31]1.N([O-])=O.[Na+].CC#N.O.[ClH:41]. (6) Given the product [CH2:35]([O:38][N:39]([CH:13]1[CH2:12][N:11]([C:28]([O:30][C:31]([CH3:32])([CH3:34])[CH3:33])=[O:29])[C@H:10]([CH2:9][O:8][Si:1]([C:4]([CH3:7])([CH3:5])[CH3:6])([CH3:3])[CH3:2])[CH:15]=[C:14]1[CH2:16][O:17][CH2:18][C:19]1[CH:20]=[CH:21][C:22]([O:25][CH3:26])=[CH:23][CH:24]=1)[S:40]([C:43]1[CH:48]=[CH:47][CH:46]=[CH:45][C:44]=1[N+:49]([O-:51])=[O:50])(=[O:42])=[O:41])[CH:36]=[CH2:37], predict the reactants needed to synthesize it. The reactants are: [Si:1]([O:8][CH2:9][C@@H:10]1[CH:15]=[C:14]([CH2:16][O:17][CH2:18][C:19]2[CH:24]=[CH:23][C:22]([O:25][CH3:26])=[CH:21][CH:20]=2)[C:13](=O)[CH2:12][N:11]1[C:28]([O:30][C:31]([CH3:34])([CH3:33])[CH3:32])=[O:29])([C:4]([CH3:7])([CH3:6])[CH3:5])([CH3:3])[CH3:2].[CH2:35]([O:38][NH:39][S:40]([C:43]1[CH:48]=[CH:47][CH:46]=[CH:45][C:44]=1[N+:49]([O-:51])=[O:50])(=[O:42])=[O:41])[CH:36]=[CH2:37].C(ON([C@H]1CN(C(OC(C)(C)C)=O)[C@H](CO[Si](C(C)(C)C)(C)C)C=C1C)S(C1C=CC=CC=1[N+]([O-])=O)(=O)=O)C=C.